Dataset: Peptide-MHC class II binding affinity with 134,281 pairs from IEDB. Task: Regression. Given a peptide amino acid sequence and an MHC pseudo amino acid sequence, predict their binding affinity value. This is MHC class II binding data. The peptide sequence is KYDAYVATLSEALRI. The MHC is DRB1_0401 with pseudo-sequence DRB1_0401. The binding affinity (normalized) is 0.537.